This data is from Forward reaction prediction with 1.9M reactions from USPTO patents (1976-2016). The task is: Predict the product of the given reaction. The product is: [NH2:34][C:30]1[CH:29]=[C:28]([N:23]2[C:21]3[N:22]=[C:17]([NH:16][C:4]4[CH:5]=[CH:6][C:7]([N:9]5[CH2:14][CH2:13][N:12]([CH3:15])[CH2:11][CH2:10]5)=[CH:8][C:3]=4[O:2][CH3:1])[N:18]=[CH:19][C:20]=3[CH:26]=[CH:25][C:24]2=[O:27])[CH:33]=[CH:32][CH:31]=1. Given the reactants [CH3:1][O:2][C:3]1[CH:8]=[C:7]([N:9]2[CH2:14][CH2:13][N:12]([CH3:15])[CH2:11][CH2:10]2)[CH:6]=[CH:5][C:4]=1[NH:16][C:17]1[N:18]=[CH:19][C:20]2[CH:26]=[CH:25][C:24](=[O:27])[N:23]([C:28]3[CH:29]=[C:30]([NH:34]C(=O)OC(C)(C)C)[CH:31]=[CH:32][CH:33]=3)[C:21]=2[N:22]=1.C(O)(C(F)(F)F)=O, predict the reaction product.